From a dataset of Full USPTO retrosynthesis dataset with 1.9M reactions from patents (1976-2016). Predict the reactants needed to synthesize the given product. (1) Given the product [CH2:26]([NH:28][C:29]([C:31]1[CH:36]=[CH:35][C:34]([C:2]2[CH:3]=[C:4]3[CH2:25][C:9]4([CH2:24][C:11]5([CH2:12][CH2:13][N:14]([C:17]([O:19][C:20]([CH3:21])([CH3:23])[CH3:22])=[O:18])[CH2:15][CH2:16]5)[CH2:10]4)[O:8][C:5]3=[CH:6][N:7]=2)=[CH:33][CH:32]=1)=[O:30])[CH3:27], predict the reactants needed to synthesize it. The reactants are: Cl[C:2]1[CH:3]=[C:4]2[CH2:25][C:9]3([CH2:24][C:11]4([CH2:16][CH2:15][N:14]([C:17]([O:19][C:20]([CH3:23])([CH3:22])[CH3:21])=[O:18])[CH2:13][CH2:12]4)[CH2:10]3)[O:8][C:5]2=[CH:6][N:7]=1.[CH2:26]([NH:28][C:29]([C:31]1[CH:36]=[CH:35][C:34](B(O)O)=[CH:33][CH:32]=1)=[O:30])[CH3:27]. (2) Given the product [Br:1][C:2]1[CH:7]=[CH:6][C:5]([CH:8]([C:22]2[CH:27]=[CH:26][CH:25]=[CH:24][C:23]=2[CH3:28])[CH2:9][C:10]([C:12]2[CH:13]=[C:14]3[C:19](=[CH:20][CH:21]=2)[N:18]=[CH:17][CH:16]=[CH:15]3)=[N:30][OH:31])=[CH:4][CH:3]=1, predict the reactants needed to synthesize it. The reactants are: [Br:1][C:2]1[CH:7]=[CH:6][C:5]([CH:8]([C:22]2[CH:27]=[CH:26][CH:25]=[CH:24][C:23]=2[CH3:28])[CH2:9][C:10]([C:12]2[CH:13]=[C:14]3[C:19](=[CH:20][CH:21]=2)[N:18]=[CH:17][CH:16]=[CH:15]3)=O)=[CH:4][CH:3]=1.Cl.[NH2:30][OH:31].C([O-])(O)=O.[Na+]. (3) Given the product [C:7]([NH:1][CH:2]([C:4]([OH:6])=[O:5])[CH3:3])(=[O:23])[CH2:8][CH2:9][CH2:10][CH2:11][CH2:12][CH2:13][CH2:14][CH2:15][CH2:16][CH2:17][CH3:18], predict the reactants needed to synthesize it. The reactants are: [NH2:1][CH:2]([C:4]([OH:6])=[O:5])[CH3:3].[CH2:7](Cl)[CH2:8][CH2:9][CH2:10][CH2:11][CH2:12][CH2:13][CH2:14][CH2:15][CH2:16][CH2:17][CH3:18].[OH-].[Na+].S(=O)(=O)(O)[OH:23]. (4) Given the product [C:1]([O:5][C:6](=[O:24])[CH2:7][CH2:8][O:9][CH2:10][CH2:11][O:12][CH2:13][CH2:14][O:15][CH2:16][CH2:17][O:18][CH2:19][CH2:20][NH2:21])([CH3:2])([CH3:4])[CH3:3], predict the reactants needed to synthesize it. The reactants are: [C:1]([O:5][C:6](=[O:24])[CH2:7][CH2:8][O:9][CH2:10][CH2:11][O:12][CH2:13][CH2:14][O:15][CH2:16][CH2:17][O:18][CH2:19][CH2:20][N:21]=[N+]=[N-])([CH3:4])([CH3:3])[CH3:2]. (5) Given the product [NH2:20][C:19]1[C:15]([C:12]2[CH:13]=[CH:14][C:9]([Br:8])=[CH:10][CH:11]=2)=[N:16][O:17][C:18]=1[C:23]([NH2:25])=[O:24], predict the reactants needed to synthesize it. The reactants are: C1COCC1.CO.[Br:8][C:9]1[CH:14]=[CH:13][C:12]([C:15]2[C:19]([N+:20]([O-])=O)=[C:18]([C:23]([NH2:25])=[O:24])[O:17][N:16]=2)=[CH:11][CH:10]=1.[Cl-].[NH4+]. (6) Given the product [CH2:1]([O:3]/[C:4](=[CH:10]\[C:11]1[CH:12]=[CH:13][C:14]([O:17][CH2:18][C:19](=[N:28][O:29][CH3:30])[C:20]2[CH:25]=[CH:24][CH:23]=[C:22]([O:26][CH3:27])[CH:21]=2)=[CH:15][CH:16]=1)/[C:5]([OH:7])=[O:6])[CH3:2], predict the reactants needed to synthesize it. The reactants are: [CH2:1]([O:3]/[C:4](=[CH:10]\[C:11]1[CH:16]=[CH:15][C:14]([O:17][CH2:18][C:19](=[N:28][O:29][CH3:30])[C:20]2[CH:25]=[CH:24][CH:23]=[C:22]([O:26][CH3:27])[CH:21]=2)=[CH:13][CH:12]=1)/[C:5]([O:7]CC)=[O:6])[CH3:2]. (7) Given the product [Br:20][C:21]1[C:22]2[N:32]=[C:12]([C:8]3[C:7]([NH:6][C:4](=[O:5])[C:3]4[C:2]([F:1])=[CH:18][CH:17]=[CH:16][C:15]=4[F:19])=[CH:11][NH:10][N:9]=3)[NH:31][C:23]=2[CH:24]=[C:25]([C:27]([F:28])([F:29])[F:30])[CH:26]=1, predict the reactants needed to synthesize it. The reactants are: [F:1][C:2]1[CH:18]=[CH:17][CH:16]=[C:15]([F:19])[C:3]=1[C:4]([NH:6][C:7]1[C:8]([C:12](O)=O)=[N:9][NH:10][CH:11]=1)=[O:5].[Br:20][C:21]1[CH:26]=[C:25]([C:27]([F:30])([F:29])[F:28])[CH:24]=[C:23]([NH2:31])[C:22]=1[NH2:32].C(Cl)CCl.C1C=CC2N(O)N=NC=2C=1. (8) Given the product [CH3:31][CH:2]([CH3:1])[CH2:3][CH:4]([C:17]1[CH:18]=[CH:19][C:20]([C:21]([NH:23][CH2:24][CH2:25][C:26]([OH:28])=[O:27])=[O:22])=[CH:29][CH:30]=1)[NH:5][C:6]1[CH:7]=[N:8][C:9]2[C:14]([CH:15]=1)=[CH:13][C:12]([CH3:33])=[CH:11][CH:10]=2, predict the reactants needed to synthesize it. The reactants are: [CH3:1][CH:2]([CH3:31])[CH2:3][CH:4]([C:17]1[CH:30]=[CH:29][C:20]([C:21]([NH:23][CH2:24][CH2:25][C:26]([OH:28])=[O:27])=[O:22])=[CH:19][CH:18]=1)[NH:5][C:6]1[CH:7]=[N:8][C:9]2[C:14]([CH:15]=1)=[CH:13][CH:12]=[CH:11][C:10]=2C.Br[C:33]1C=NC2C(C=1)=CC(C)=CC=2.